Dataset: Full USPTO retrosynthesis dataset with 1.9M reactions from patents (1976-2016). Task: Predict the reactants needed to synthesize the given product. (1) Given the product [C:1]([O:5][C:6](=[O:21])[NH:7][C:8]1[CH:13]=[C:12]([O:14][CH2:15][C:16]([F:19])([F:18])[F:17])[CH:11]=[CH:10][C:9]=1[NH:20][C:27](=[O:26])[CH2:28][C:29](=[O:42])[C:30]1[CH:35]=[CH:34][CH:33]=[C:32]([C:36]2[CH:37]=[N:38][CH:39]=[CH:40][CH:41]=2)[CH:31]=1)([CH3:4])([CH3:2])[CH3:3], predict the reactants needed to synthesize it. The reactants are: [C:1]([O:5][C:6](=[O:21])[NH:7][C:8]1[CH:13]=[C:12]([O:14][CH2:15][C:16]([F:19])([F:18])[F:17])[CH:11]=[CH:10][C:9]=1[NH2:20])([CH3:4])([CH3:3])[CH3:2].C([O:26][C:27](=O)[CH2:28][C:29](=[O:42])[C:30]1[CH:35]=[CH:34][CH:33]=[C:32]([C:36]2[CH:37]=[N:38][CH:39]=[CH:40][CH:41]=2)[CH:31]=1)(C)(C)C. (2) Given the product [CH3:61][C:62]1([C:65]([N:58]2[CH2:59][CH2:60][CH:55]([O:54][C:47]3[C:48]4[C:53](=[CH:52][CH:51]=[CH:50][CH:49]=4)[C:44]([NH:43][C:41]([NH:40][C:30]4[N:31]([C:33]5[CH:38]=[CH:37][C:36]([CH3:39])=[CH:35][CH:34]=5)[N:32]=[C:28]([C:25]5([CH3:24])[CH2:27][CH2:26]5)[CH:29]=4)=[O:42])=[CH:45][N:46]=3)[CH2:56][CH2:57]2)=[O:66])[CH2:64][CH2:63]1, predict the reactants needed to synthesize it. The reactants are: CCN=C=NCCCN(C)C.C1C=CC2N(O)N=NC=2C=1.Cl.Cl.[CH3:24][C:25]1([C:28]2[CH:29]=[C:30]([NH:40][C:41]([NH:43][C:44]3[C:53]4[C:48](=[CH:49][CH:50]=[CH:51][CH:52]=4)[C:47]([O:54][CH:55]4[CH2:60][CH2:59][NH:58][CH2:57][CH2:56]4)=[N:46][CH:45]=3)=[O:42])[N:31]([C:33]3[CH:38]=[CH:37][C:36]([CH3:39])=[CH:35][CH:34]=3)[N:32]=2)[CH2:27][CH2:26]1.[CH3:61][C:62]1([C:65](O)=[O:66])[CH2:64][CH2:63]1.CCN(C(C)C)C(C)C. (3) The reactants are: CCN(C(C)C)C(C)C.[CH:10]1([C:13](Cl)=[O:14])[CH2:12][CH2:11]1.[NH2:16][CH2:17][C:18]1[CH:23]=[CH:22][C:21]([C:24]([N:26]2[CH2:35][CH2:34][C:33]3[N:32]=[C:31]([CH3:36])[N:30]([CH2:37][C:38]4[CH:43]=[CH:42][CH:41]=[CH:40][CH:39]=4)[C:29]=3[C:28]3[CH:44]=[CH:45][CH:46]=[CH:47][C:27]2=3)=[O:25])=[CH:20][C:19]=1[CH3:48]. Given the product [CH2:37]([N:30]1[C:29]2[C:28]3[CH:44]=[CH:45][CH:46]=[CH:47][C:27]=3[N:26]([C:24]([C:21]3[CH:22]=[CH:23][C:18]([CH2:17][NH:16][C:13]([CH:10]4[CH2:12][CH2:11]4)=[O:14])=[C:19]([CH3:48])[CH:20]=3)=[O:25])[CH2:35][CH2:34][C:33]=2[N:32]=[C:31]1[CH3:36])[C:38]1[CH:43]=[CH:42][CH:41]=[CH:40][CH:39]=1, predict the reactants needed to synthesize it. (4) Given the product [F:7][C:8]1[C:13]([O:14][CH2:30][CH2:31][CH2:32][CH2:33][CH3:34])=[CH:12][CH:11]=[CH:10][C:9]=1[CH2:15][NH:16][C:17]([C:19]1[CH:20]=[C:21]2[C:26](=[CH:27][CH:28]=1)[N:25]=[CH:24][CH:23]=[CH:22]2)=[O:18], predict the reactants needed to synthesize it. The reactants are: C(=O)([O-])[O-].[Cs+].[Cs+].[F:7][C:8]1[C:13]([OH:14])=[CH:12][CH:11]=[CH:10][C:9]=1[CH2:15][NH:16][C:17]([C:19]1[CH:20]=[C:21]2[C:26](=[CH:27][CH:28]=1)[N:25]=[CH:24][CH:23]=[CH:22]2)=[O:18].I[CH2:30][CH2:31][CH2:32][CH2:33][CH3:34].CN(C=O)C. (5) Given the product [NH2:17][C:16](=[N:39][OH:40])[C:13]1[CH:14]=[C:15]2[C:10](=[CH:11][CH:12]=1)[C:9](=[O:18])[N:8]([CH2:19][CH:20]([CH3:21])[CH3:22])[C:7]([CH2:23][NH:24][C:25](=[O:31])[O:26][C:27]([CH3:28])([CH3:30])[CH3:29])=[C:6]2[O:5][CH2:1][CH2:2][CH2:3][CH3:4], predict the reactants needed to synthesize it. The reactants are: [CH2:1]([O:5][C:6]1[C:15]2[C:10](=[CH:11][CH:12]=[C:13]([C:16]#[N:17])[CH:14]=2)[C:9](=[O:18])[N:8]([CH2:19][CH:20]([CH3:22])[CH3:21])[C:7]=1[CH2:23][NH:24][C:25](=[O:31])[O:26][C:27]([CH3:30])([CH3:29])[CH3:28])[CH2:2][CH2:3][CH3:4].C(=O)([O-])[O-].[Na+].[Na+].Cl.[NH2:39][OH:40].O. (6) Given the product [Cl:1][C:2]1[N:6]([C@@H:27]2[O:39][C@H:38]([CH2:40][O:41][C:42](=[O:44])[CH3:43])[C@@H:33]([O:34][C:35](=[O:37])[CH3:36])[C@H:28]2[O:29][C:30](=[O:32])[CH3:31])[C:5]2[CH:7]=[CH:8][CH:9]=[CH:10][C:4]=2[N:3]=1, predict the reactants needed to synthesize it. The reactants are: [Cl:1][C:2]1[NH:3][C:4]2[CH:10]=[CH:9][CH:8]=[CH:7][C:5]=2[N:6]=1.C[Si](OS(C(F)(F)F)(=O)=O)(C)C.C(O[CH:27]1[O:39][C@H:38]([CH2:40][O:41][C:42](=[O:44])[CH3:43])[C@@H:33]([O:34][C:35](=[O:37])[CH3:36])[C@H:28]1[O:29][C:30](=[O:32])[CH3:31])(=O)C.C(=O)([O-])O.[Na+].